Dataset: Reaction yield outcomes from USPTO patents with 853,638 reactions. Task: Predict the reaction yield, written as a fraction of the theoretical maximum amount of product (1.0 means a 100% yield; for example, 0.34 means a 34% yield). (1) The reactants are [CH3:1][C:2]([O:7][C:8]1[CH:13]=[C:12]([CH3:14])[CH:11]=[C:10]([CH3:15])[C:9]=1[CH3:16])([CH3:6])[C:3]([OH:5])=O. The catalyst is O. The product is [CH3:6][C:2]1([CH3:1])[C:3](=[O:5])[C:13]2[C:12]([CH3:14])=[CH:11][C:10]([CH3:15])=[C:9]([CH3:16])[C:8]=2[O:7]1. The yield is 0.790. (2) The reactants are [H-].[Na+].[C:3]1([CH:9]([N:13]2[CH:17]=[C:16]([C:18]3[C:19]4[CH:26]=[CH:25][N:24]([CH2:27][O:28][CH2:29][CH2:30][Si:31]([CH3:34])([CH3:33])[CH3:32])[C:20]=4[N:21]=[CH:22][N:23]=3)[CH:15]=[N:14]2)[CH2:10][CH2:11][OH:12])[CH:8]=[CH:7][CH:6]=[CH:5][CH:4]=1.[CH3:35]N(C=O)C.CI. No catalyst specified. The product is [CH3:35][O:12][CH2:11][CH2:10][CH:9]([N:13]1[CH:17]=[C:16]([C:18]2[C:19]3[CH:26]=[CH:25][N:24]([CH2:27][O:28][CH2:29][CH2:30][Si:31]([CH3:33])([CH3:32])[CH3:34])[C:20]=3[N:21]=[CH:22][N:23]=2)[CH:15]=[N:14]1)[C:3]1[CH:8]=[CH:7][CH:6]=[CH:5][CH:4]=1. The yield is 0.880. (3) The reactants are [C:1]([C:3]1[CH:8]=[CH:7][CH:6]=[CH:5][C:4]=1[C:9]1[CH:14]=[CH:13][C:12]([CH2:15][C:16]2[C:17](=[O:42])[N:18]([C@H:28]3[CH2:33][CH2:32][C@H:31]([O:34][CH2:35][C:36](N(OC)C)=[O:37])[CH2:30][CH2:29]3)[C:19]3[N:20]([N:25]=[CH:26][CH:27]=3)[C:21]=2[CH2:22][CH2:23][CH3:24])=[CH:11][CH:10]=1)#[N:2].[CH3:43][Mg]Br.C(OCC)(=O)C. The catalyst is O1CCCC1. The product is [O:42]=[C:17]1[C:16]([CH2:15][C:12]2[CH:11]=[CH:10][C:9]([C:4]3[C:3]([C:1]#[N:2])=[CH:8][CH:7]=[CH:6][CH:5]=3)=[CH:14][CH:13]=2)=[C:21]([CH2:22][CH2:23][CH3:24])[N:20]2[N:25]=[CH:26][CH:27]=[C:19]2[N:18]1[C@H:28]1[CH2:33][CH2:32][C@H:31]([O:34][CH2:35][C:36](=[O:37])[CH3:43])[CH2:30][CH2:29]1. The yield is 0.940. (4) The reactants are [F:1][C:2]1[CH:7]=[CH:6][C:5]([C:8]2[C:9]([N:14]3[CH2:19][CH2:18][NH:17][CH2:16][CH2:15]3)=[N:10][CH:11]=[CH:12][N:13]=2)=[CH:4][CH:3]=1.[OH:20][CH2:21][CH2:22][CH2:23][N:24]1[CH:28]=[C:27]([CH:29]=O)[CH:26]=[N:25]1.C(O[BH-](OC(=O)C)OC(=O)C)(=O)C.[Na+].[Cl:45]CCCl. No catalyst specified. The product is [ClH:45].[F:1][C:2]1[CH:7]=[CH:6][C:5]([C:8]2[C:9]([N:14]3[CH2:15][CH2:16][N:17]([CH2:29][C:27]4[CH:26]=[N:25][N:24]([CH2:23][CH2:22][CH2:21][OH:20])[CH:28]=4)[CH2:18][CH2:19]3)=[N:10][CH:11]=[CH:12][N:13]=2)=[CH:4][CH:3]=1. The yield is 0.450. (5) The reactants are [O:1]1[CH2:6][CH2:5][O:4][C:3]2[CH:7]=[C:8]([C:11]([NH:13][C@@H:14]3[CH2:19][CH2:18][N:17]([C:20]([O:22][C:23]([CH3:26])([CH3:25])[CH3:24])=[O:21])[C@@H:16]([C:27]4[N:31]([CH2:32][CH2:33][O:34]S(C)(=O)=O)[C:30]5[CH:39]=[CH:40][CH:41]=[CH:42][C:29]=5[N:28]=4)[CH2:15]3)=[O:12])[CH:9]=[CH:10][C:2]1=2.[C:43]([O-])([O-])=O.[K+].[K+].O.[C:50]([O:53][CH2:54][CH3:55])(=O)[CH3:51]. The catalyst is C(O)(C(F)(F)F)=O. The product is [O:1]1[CH2:6][CH2:5][O:4][C:3]2[CH:7]=[C:8]([C:11]([NH:13][C@@H:14]3[CH2:19][CH2:18][N:17]([C:20]([O:22][C:23]([CH3:26])([CH3:25])[CH3:24])=[O:21])[C@@H:16]([C:27]4[N:31]([CH2:32][CH2:33][O:34][CH:54]5[CH2:55][CH2:43][CH2:51][CH2:50][O:53]5)[C:30]5[CH:39]=[CH:40][CH:41]=[CH:42][C:29]=5[N:28]=4)[CH2:15]3)=[O:12])[CH:9]=[CH:10][C:2]1=2. The yield is 0.600. (6) The reactants are [Br:1][C:2]1[CH:7]=[CH:6][C:5](/[C:8](/[C:19]([F:22])([F:21])[F:20])=[CH:9]/[C:10]([C:12]2[CH:17]=[CH:16][C:15]([CH3:18])=[CH:14][CH:13]=2)=[O:11])=[CH:4][CH:3]=1.[NH4+:23].[OH-]. The catalyst is CS(C)=O. The product is [NH2:23][C:8]([C:5]1[CH:6]=[CH:7][C:2]([Br:1])=[CH:3][CH:4]=1)([C:19]([F:20])([F:21])[F:22])[CH2:9][C:10]([C:12]1[CH:17]=[CH:16][C:15]([CH3:18])=[CH:14][CH:13]=1)=[O:11]. The yield is 1.00.